This data is from NCI-60 drug combinations with 297,098 pairs across 59 cell lines. The task is: Regression. Given two drug SMILES strings and cell line genomic features, predict the synergy score measuring deviation from expected non-interaction effect. (1) Drug 1: C1=CN(C(=O)N=C1N)C2C(C(C(O2)CO)O)O.Cl. Drug 2: C1=NC2=C(N1)C(=S)N=CN2. Cell line: PC-3. Synergy scores: CSS=33.5, Synergy_ZIP=-6.04, Synergy_Bliss=1.48, Synergy_Loewe=3.24, Synergy_HSA=4.45. (2) Drug 1: CC12CCC3C(C1CCC2O)C(CC4=C3C=CC(=C4)O)CCCCCCCCCS(=O)CCCC(C(F)(F)F)(F)F. Drug 2: C(CCl)NC(=O)N(CCCl)N=O. Cell line: MCF7. Synergy scores: CSS=24.8, Synergy_ZIP=3.63, Synergy_Bliss=2.85, Synergy_Loewe=13.6, Synergy_HSA=4.82. (3) Drug 1: C(CC(=O)O)C(=O)CN.Cl. Drug 2: C(CN)CNCCSP(=O)(O)O. Cell line: UACC62. Synergy scores: CSS=4.00, Synergy_ZIP=-1.98, Synergy_Bliss=-2.30, Synergy_Loewe=-0.778, Synergy_HSA=-2.32.